The task is: Predict hERG channel inhibition at various concentrations.. This data is from hERG Central: cardiac toxicity at 1µM, 10µM, and general inhibition. (1) The molecule is O=C1NC(=S)N/C1=C/c1cc([N+](=O)[O-])ccc1N1CCOCC1. Results: hERG_inhib (hERG inhibition (general)): blocker. (2) The molecule is Cc1cccn2c(=O)c3cc(C(=O)NC4CCCC4)c(=N)n(C4CCCC4)c3nc12. Results: hERG_inhib (hERG inhibition (general)): blocker. (3) The molecule is Cc1ccc(-c2nc(CN(C)C(C3CC3)C3CC3)c(C)o2)cc1. Results: hERG_inhib (hERG inhibition (general)): blocker. (4) The compound is Cc1ccc(F)cc1NC(=O)C12CC3CC(C1)CC(n1cnc([N+](=O)[O-])n1)(C3)C2. Results: hERG_inhib (hERG inhibition (general)): blocker. (5) The compound is CN1CCC(=NOc2ccc([N+](=O)[O-])cc2)CC1. Results: hERG_inhib (hERG inhibition (general)): blocker. (6) The compound is CCOC(=O)C1CCCN(C/C=C/c2ccccc2[N+](=O)[O-])C1. Results: hERG_inhib (hERG inhibition (general)): blocker.